Task: Regression. Given two drug SMILES strings and cell line genomic features, predict the synergy score measuring deviation from expected non-interaction effect.. Dataset: NCI-60 drug combinations with 297,098 pairs across 59 cell lines (1) Drug 1: C1CN1C2=NC(=NC(=N2)N3CC3)N4CC4. Drug 2: CC(C)(C#N)C1=CC(=CC(=C1)CN2C=NC=N2)C(C)(C)C#N. Cell line: IGROV1. Synergy scores: CSS=19.8, Synergy_ZIP=-1.35, Synergy_Bliss=-0.0522, Synergy_Loewe=-0.588, Synergy_HSA=-0.0924. (2) Drug 1: CC1C(C(CC(O1)OC2CC(CC3=C2C(=C4C(=C3O)C(=O)C5=C(C4=O)C(=CC=C5)OC)O)(C(=O)C)O)N)O.Cl. Drug 2: CCC1(C2=C(COC1=O)C(=O)N3CC4=CC5=C(C=CC(=C5CN(C)C)O)N=C4C3=C2)O.Cl. Cell line: HT29. Synergy scores: CSS=29.6, Synergy_ZIP=-2.45, Synergy_Bliss=2.74, Synergy_Loewe=-1.04, Synergy_HSA=3.89. (3) Drug 1: CCC1(CC2CC(C3=C(CCN(C2)C1)C4=CC=CC=C4N3)(C5=C(C=C6C(=C5)C78CCN9C7C(C=CC9)(C(C(C8N6C)(C(=O)OC)O)OC(=O)C)CC)OC)C(=O)OC)O.OS(=O)(=O)O. Drug 2: C1CN(CCN1C(=O)CCBr)C(=O)CCBr. Cell line: SF-539. Synergy scores: CSS=19.4, Synergy_ZIP=-0.689, Synergy_Bliss=3.80, Synergy_Loewe=-22.3, Synergy_HSA=4.70. (4) Drug 1: CS(=O)(=O)C1=CC(=C(C=C1)C(=O)NC2=CC(=C(C=C2)Cl)C3=CC=CC=N3)Cl. Drug 2: C1=CC(=CC=C1CCC2=CNC3=C2C(=O)NC(=N3)N)C(=O)NC(CCC(=O)O)C(=O)O. Cell line: 786-0. Synergy scores: CSS=18.9, Synergy_ZIP=-2.19, Synergy_Bliss=-2.68, Synergy_Loewe=-4.31, Synergy_HSA=1.09. (5) Drug 1: CCC1=CC2CC(C3=C(CN(C2)C1)C4=CC=CC=C4N3)(C5=C(C=C6C(=C5)C78CCN9C7C(C=CC9)(C(C(C8N6C)(C(=O)OC)O)OC(=O)C)CC)OC)C(=O)OC.C(C(C(=O)O)O)(C(=O)O)O. Drug 2: CS(=O)(=O)OCCCCOS(=O)(=O)C. Cell line: NCI/ADR-RES. Synergy scores: CSS=0.220, Synergy_ZIP=-1.80, Synergy_Bliss=-3.97, Synergy_Loewe=-4.22, Synergy_HSA=-4.22. (6) Drug 1: CNC(=O)C1=CC=CC=C1SC2=CC3=C(C=C2)C(=NN3)C=CC4=CC=CC=N4. Drug 2: C1C(C(OC1N2C=NC(=NC2=O)N)CO)O. Cell line: UACC-257. Synergy scores: CSS=0.935, Synergy_ZIP=1.36, Synergy_Bliss=1.86, Synergy_Loewe=-2.42, Synergy_HSA=-1.97. (7) Drug 1: C1=CN(C(=O)N=C1N)C2C(C(C(O2)CO)O)O.Cl. Drug 2: CS(=O)(=O)OCCCCOS(=O)(=O)C. Cell line: BT-549. Synergy scores: CSS=22.3, Synergy_ZIP=-0.193, Synergy_Bliss=2.57, Synergy_Loewe=-6.29, Synergy_HSA=3.79. (8) Drug 1: CC(CN1CC(=O)NC(=O)C1)N2CC(=O)NC(=O)C2. Drug 2: B(C(CC(C)C)NC(=O)C(CC1=CC=CC=C1)NC(=O)C2=NC=CN=C2)(O)O. Cell line: TK-10. Synergy scores: CSS=6.25, Synergy_ZIP=-4.07, Synergy_Bliss=-0.655, Synergy_Loewe=-1.18, Synergy_HSA=-1.35. (9) Drug 1: CC1C(C(CC(O1)OC2CC(CC3=C2C(=C4C(=C3O)C(=O)C5=C(C4=O)C(=CC=C5)OC)O)(C(=O)C)O)N)O.Cl. Drug 2: CN(C(=O)NC(C=O)C(C(C(CO)O)O)O)N=O. Cell line: OVCAR3. Synergy scores: CSS=22.5, Synergy_ZIP=-3.99, Synergy_Bliss=4.27, Synergy_Loewe=-26.0, Synergy_HSA=0.796. (10) Drug 1: C1=CC(=C2C(=C1NCCNCCO)C(=O)C3=C(C=CC(=C3C2=O)O)O)NCCNCCO. Drug 2: B(C(CC(C)C)NC(=O)C(CC1=CC=CC=C1)NC(=O)C2=NC=CN=C2)(O)O. Cell line: HCT-15. Synergy scores: CSS=47.8, Synergy_ZIP=-4.10, Synergy_Bliss=-5.22, Synergy_Loewe=-5.33, Synergy_HSA=-4.73.